From a dataset of Forward reaction prediction with 1.9M reactions from USPTO patents (1976-2016). Predict the product of the given reaction. (1) Given the reactants [F:1][C:2]([F:32])([F:31])[C:3]1[CH:4]=[C:5]([C:9]2[CH:30]=[CH:29][C:12]3[NH:13][C:14]([NH:16][C:17]([C:19]4[N:20]=[C:21]5[CH:26]=[CH:25][C:24](Cl)=[N:23][N:22]5[CH:28]=4)=[O:18])=[N:15][C:11]=3[CH:10]=2)[CH:6]=[CH:7][CH:8]=1.[N:33]1([CH2:39][CH2:40][OH:41])[CH2:38][CH2:37][O:36][CH2:35][CH2:34]1.[H-].[Na+].O, predict the reaction product. The product is: [F:1][C:2]([F:32])([F:31])[C:3]1[CH:4]=[C:5]([C:9]2[CH:30]=[CH:29][C:12]3[NH:13][C:14]([NH:16][C:17]([C:19]4[N:20]=[C:21]5[CH:26]=[CH:25][C:24]([O:41][CH2:40][CH2:39][N:33]6[CH2:38][CH2:37][O:36][CH2:35][CH2:34]6)=[N:23][N:22]5[CH:28]=4)=[O:18])=[N:15][C:11]=3[CH:10]=2)[CH:6]=[CH:7][CH:8]=1. (2) Given the reactants CS(C)=O.Cl[C:6]1[N:7]([CH2:28][CH:29]2[CH2:31][CH2:30]2)[C:8]2[C:13]([N:14]=1)=[C:12]([N:15]1[CH2:20][CH2:19][O:18][CH2:17][CH2:16]1)[N:11]=[C:10]([C:21]1[CH:22]=[N:23][C:24]([NH2:27])=[N:25][CH:26]=1)[N:9]=2.[S:32]([N:36]1[CH2:41][CH2:40][NH:39][CH2:38][CH2:37]1)([CH3:35])(=[O:34])=[O:33], predict the reaction product. The product is: [CH:29]1([CH2:28][N:7]2[C:6]([N:39]3[CH2:40][CH2:41][N:36]([S:32]([CH3:35])(=[O:34])=[O:33])[CH2:37][CH2:38]3)=[N:14][C:13]3[C:8]2=[N:9][C:10]([C:21]2[CH:22]=[N:23][C:24]([NH2:27])=[N:25][CH:26]=2)=[N:11][C:12]=3[N:15]2[CH2:20][CH2:19][O:18][CH2:17][CH2:16]2)[CH2:31][CH2:30]1. (3) Given the reactants [CH3:1][O:2][CH2:3][CH2:4][C:5]1[CH:10]=[CH:9][C:8]([OH:11])=[CH:7][CH:6]=1.[CH3:12][C:13]1[CH:14]=[C:15]([NH:22][C:23]([C:25]2([CH3:28])[CH2:27][O:26]2)=[O:24])[CH:16]=[CH:17][C:18]=1[N+:19]([O-:21])=[O:20], predict the reaction product. The product is: [OH:26][C:25]([CH3:28])([CH2:27][O:11][C:8]1[CH:9]=[CH:10][C:5]([CH2:4][CH2:3][O:2][CH3:1])=[CH:6][CH:7]=1)[C:23]([NH:22][C:15]1[CH:16]=[CH:17][C:18]([N+:19]([O-:21])=[O:20])=[C:13]([CH3:12])[CH:14]=1)=[O:24]. (4) Given the reactants B(Br)(Br)Br.[S:5]1[CH:9]=[CH:8][N:7]=[C:6]1[NH:10][C:11]([C:13]1[C:21]2[C:16](=[CH:17][C:18]([O:22]C)=[CH:19][CH:20]=2)[N:15]([CH:24]([CH3:26])[CH3:25])[CH:14]=1)=[O:12].[OH-].[NH4+], predict the reaction product. The product is: [S:5]1[CH:9]=[CH:8][N:7]=[C:6]1[NH:10][C:11]([C:13]1[C:21]2[C:16](=[CH:17][C:18]([OH:22])=[CH:19][CH:20]=2)[N:15]([CH:24]([CH3:26])[CH3:25])[CH:14]=1)=[O:12].